Task: Predict the reactants needed to synthesize the given product.. Dataset: Full USPTO retrosynthesis dataset with 1.9M reactions from patents (1976-2016) (1) The reactants are: [C:1]1(=[O:7])[O:6][CH2:5][CH2:4][CH2:3][CH2:2]1.[C:8]1([CH3:14])[CH:13]=[CH:12][CH:11]=[CH:10][CH:9]=1.[OH-:15].[K+].C(Br)C1C=CC=CC=1. Given the product [CH2:14]([O:15][CH2:5][CH2:4][CH2:3][CH2:2][C:1]([OH:6])=[O:7])[C:8]1[CH:13]=[CH:12][CH:11]=[CH:10][CH:9]=1, predict the reactants needed to synthesize it. (2) Given the product [Br:1][C:2]1[CH:3]=[CH:4][C:5]([O:9][CH3:10])=[C:6]([N:7]=[C:12]=[O:13])[CH:8]=1, predict the reactants needed to synthesize it. The reactants are: [Br:1][C:2]1[CH:3]=[CH:4][C:5]([O:9][CH3:10])=[C:6]([CH:8]=1)[NH2:7].Cl[C:12](OC(Cl)(Cl)Cl)=[O:13]. (3) Given the product [Cl:30][C:13]1[CH:12]=[C:11]([N:10]=[C:6]=[S:7])[CH:16]=[C:15]([Cl:17])[C:14]=1[C:18]1[CH:19]=[CH:20][C:21]([O:24][CH2:25][CH2:26][CH2:27][C:28]#[N:29])=[CH:22][CH:23]=1, predict the reactants needed to synthesize it. The reactants are: C(=O)([O-])[O-].[Ca+2].[C:6](Cl)(Cl)=[S:7].[NH2:10][C:11]1[CH:16]=[C:15]([Cl:17])[C:14]([C:18]2[CH:23]=[CH:22][C:21]([O:24][CH2:25][CH2:26][CH2:27][C:28]#[N:29])=[CH:20][CH:19]=2)=[C:13]([Cl:30])[CH:12]=1.Cl. (4) Given the product [C:22]([O:21][C:20]([NH:19][CH2:18][C:7]1[N:8]([CH2:14][CH:15]([CH3:17])[CH3:16])[C:9](=[O:13])[C:10]2[C:5]([C:6]=1[C:27]1[CH:28]=[CH:29][CH:30]=[CH:31][CH:32]=1)=[CH:4][C:3]([C:2]1[N:1]=[C:42]([C:43]([O:45][CH2:46][CH3:47])=[O:44])[O:34][N:33]=1)=[CH:12][CH:11]=2)=[O:26])([CH3:25])([CH3:23])[CH3:24], predict the reactants needed to synthesize it. The reactants are: [NH2:1][C:2](=[N:33][OH:34])[C:3]1[CH:4]=[C:5]2[C:10](=[CH:11][CH:12]=1)[C:9](=[O:13])[N:8]([CH2:14][CH:15]([CH3:17])[CH3:16])[C:7]([CH2:18][NH:19][C:20](=[O:26])[O:21][C:22]([CH3:25])([CH3:24])[CH3:23])=[C:6]2[C:27]1[CH:32]=[CH:31][CH:30]=[CH:29][CH:28]=1.N1C=CC=CC=1.Cl[C:42](=O)[C:43]([O:45][CH2:46][CH3:47])=[O:44]. (5) Given the product [CH3:19][C:13]1([C:11]([C:10]2[C:4]3[C:5](=[N:6][CH:7]=[C:2]([C:29]4[CH:28]=[CH:27][C:26]5[N:21]([CH3:20])[CH2:22][CH2:23][O:24][C:25]=5[CH:30]=4)[N:3]=3)[NH:8][CH:9]=2)=[O:12])[CH2:18][CH2:17][CH2:16][CH2:15][CH2:14]1, predict the reactants needed to synthesize it. The reactants are: Br[C:2]1[N:3]=[C:4]2[C:10]([C:11]([C:13]3([CH3:19])[CH2:18][CH2:17][CH2:16][CH2:15][CH2:14]3)=[O:12])=[CH:9][NH:8][C:5]2=[N:6][CH:7]=1.[CH3:20][N:21]1[C:26]2[CH:27]=[CH:28][C:29](B3OC(C)(C)C(C)(C)O3)=[CH:30][C:25]=2[O:24][CH2:23][CH2:22]1. (6) Given the product [CH3:29][O:28][C:25]1[CH:24]=[CH:23][C:22]([CH2:21][N:14]2[C:15]3[C:20](=[CH:19][CH:18]=[CH:17][CH:16]=3)[C:12]3([C:3]4=[CH:4][C:5]5[O:9][N:8]=[C:7]([CH3:10])[C:6]=5[CH:11]=[C:2]4[O:1][CH2:31]3)[C:13]2=[O:30])=[CH:27][CH:26]=1, predict the reactants needed to synthesize it. The reactants are: [OH:1][C:2]1[C:3]([CH:12]2[C:20]3[C:15](=[CH:16][CH:17]=[CH:18][CH:19]=3)[N:14]([CH2:21][C:22]3[CH:27]=[CH:26][C:25]([O:28][CH3:29])=[CH:24][CH:23]=3)[C:13]2=[O:30])=[CH:4][C:5]2[O:9][N:8]=[C:7]([CH3:10])[C:6]=2[CH:11]=1.[C:31]1(C(C2C=CC=CC=2)N2C3C(=CC=CC=3)C(C3C=C(C)C(OC)=CC=3O)C2=O)C=CC=CC=1.